Dataset: Full USPTO retrosynthesis dataset with 1.9M reactions from patents (1976-2016). Task: Predict the reactants needed to synthesize the given product. (1) Given the product [C:32]([O:31][C:29]([NH:1][C:2]1[C:3]([CH3:21])=[CH:4][C:5]([O:6][C:7]2[CH:8]=[CH:9][C:10]([N+:15]([O-:17])=[O:16])=[C:11]([NH:13][CH3:14])[CH:12]=2)=[CH:18][C:19]=1[CH3:20])=[O:30])([CH3:35])([CH3:34])[CH3:33], predict the reactants needed to synthesize it. The reactants are: [NH2:1][C:2]1[C:19]([CH3:20])=[CH:18][C:5]([O:6][C:7]2[CH:8]=[CH:9][C:10]([N+:15]([O-:17])=[O:16])=[C:11]([NH:13][CH3:14])[CH:12]=2)=[CH:4][C:3]=1[CH3:21].C(N(CC)CC)C.[C:29](O[C:29]([O:31][C:32]([CH3:35])([CH3:34])[CH3:33])=[O:30])([O:31][C:32]([CH3:35])([CH3:34])[CH3:33])=[O:30]. (2) Given the product [CH2:18]([NH:25][C:2]1[N:7]=[CH:6][C:5]([Br:8])=[CH:4][N:3]=1)[C:19]1[CH:24]=[CH:23][CH:22]=[CH:21][CH:20]=1, predict the reactants needed to synthesize it. The reactants are: Cl[C:2]1[N:7]=[CH:6][C:5]([Br:8])=[CH:4][N:3]=1.CCN(C(C)C)C(C)C.[CH2:18]([NH2:25])[C:19]1[CH:24]=[CH:23][CH:22]=[CH:21][CH:20]=1. (3) Given the product [OH:30][C@@H:26]([CH2:25][CH2:24][NH:23][C:3]([C:5]1[N:6]=[CH:7][C:8]2[C:13]([C:14]=1[OH:15])=[CH:12][CH:11]=[C:10]([O:16][C:17]1[CH:18]=[CH:19][CH:20]=[CH:21][CH:22]=1)[CH:9]=2)=[O:4])[C:27]([OH:29])=[O:28], predict the reactants needed to synthesize it. The reactants are: CO[C:3]([C:5]1[N:6]=[CH:7][C:8]2[C:13]([C:14]=1[OH:15])=[CH:12][CH:11]=[C:10]([O:16][C:17]1[CH:22]=[CH:21][CH:20]=[CH:19][CH:18]=1)[CH:9]=2)=[O:4].[NH2:23][CH2:24][CH2:25][C@H:26]([OH:30])[C:27]([OH:29])=[O:28].CO.Cl. (4) The reactants are: C(N(CC)CC)C.CCN=C=NCCCN(C)C.[CH3:19][S:20]([NH:23][CH2:24][C:25]([OH:27])=O)(=[O:22])=[O:21].[Br:28][C:29]1[C:30]([S:39][C:40]2[N:41]([CH2:50][CH2:51][CH:52]3[CH2:57][CH2:56][NH:55][CH2:54][CH2:53]3)[C:42]3[C:47]([N:48]=2)=[C:46]([NH2:49])[N:45]=[CH:44][N:43]=3)=[CH:31][C:32]2[O:37][CH2:36][CH2:35][O:34][C:33]=2[CH:38]=1. Given the product [NH2:49][C:46]1[N:45]=[CH:44][N:43]=[C:42]2[C:47]=1[N:48]=[C:40]([S:39][C:30]1[C:29]([Br:28])=[CH:38][C:33]3[O:34][CH2:35][CH2:36][O:37][C:32]=3[CH:31]=1)[N:41]2[CH2:50][CH2:51][CH:52]1[CH2:53][CH2:54][N:55]([C:25](=[O:27])[CH2:24][NH:23][S:20]([CH3:19])(=[O:22])=[O:21])[CH2:56][CH2:57]1, predict the reactants needed to synthesize it. (5) Given the product [N:86]([CH2:85][C:81]1[CH:80]=[C:79]([CH:84]=[CH:83][CH:82]=1)[C:78]([NH:77][CH2:76][CH2:75][CH2:74][CH2:73][C@H:69]([NH:68][C:60](=[O:61])[C@H:55]([CH2:56][CH:57]([CH3:59])[CH3:58])[NH:54][C:52](=[O:53])[C@H:47]([CH2:48][CH:49]([CH3:50])[CH3:51])[NH:46][C:44](=[O:45])[C@H:36]([CH2:37][C:38]1[CH:39]=[CH:40][CH:41]=[CH:42][CH:43]=1)[NH:35][C:33](=[O:34])[C@H:27]([CH2:28][CH2:29][C:30](=[O:31])[OH:32])[NH:26][C:24](=[O:25])[C@H:19]([CH2:20][C:21](=[O:23])[NH2:22])[NH:18][C:16](=[O:17])[C@H:11]([CH2:12][C:13](=[O:14])[OH:15])[NH:10][C:8](=[O:9])[C@H:2]([CH2:3][CH2:4][C:5](=[O:6])[OH:7])[NH2:1])[C:70]([NH2:72])=[O:71])=[O:89])=[N+:87]=[N-:88], predict the reactants needed to synthesize it. The reactants are: [NH2:1][C@H:2]([C:8]([NH:10][C@H:11]([C:16]([NH:18][C@H:19]([C:24]([NH:26][C@H:27]([C:33]([NH:35][C@H:36]([C:44]([NH:46][C@H:47]([C:52]([NH:54][C@H:55]([C:60](N[C@H](C(O)=O)C)=[O:61])[CH2:56][CH:57]([CH3:59])[CH3:58])=[O:53])[CH2:48][CH:49]([CH3:51])[CH3:50])=[O:45])[CH2:37][C:38]1[CH:43]=[CH:42][CH:41]=[CH:40][CH:39]=1)=[O:34])[CH2:28][CH2:29][C:30](=[O:32])[OH:31])=[O:25])[CH2:20][C:21](=[O:23])[NH2:22])=[O:17])[CH2:12][C:13](=[O:15])[OH:14])=[O:9])[CH2:3][CH2:4][C:5](=[O:7])[OH:6].[NH2:68][C@@H:69]([CH2:73][CH2:74][CH2:75][CH2:76][NH:77][C:78](=[O:89])[C:79]1[CH:84]=[CH:83][CH:82]=[C:81]([CH2:85][N:86]=[N+:87]=[N-:88])[CH:80]=1)[C:70]([NH2:72])=[O:71].C1N(CCO)CCN(CCS(O)(=O)=O)C1.Cl.[OH-].[Na+].